This data is from Catalyst prediction with 721,799 reactions and 888 catalyst types from USPTO. The task is: Predict which catalyst facilitates the given reaction. (1) Reactant: O1[C:5]2([CH2:10][CH2:9][N:8]([C:11]([O:13][C:14]3[CH:19]=[CH:18][CH:17]=[CH:16][CH:15]=3)=[O:12])[CH2:7][CH2:6]2)[O:4]CC1.FC(F)(F)S([O-])(=O)=O.[In+3].FC(F)(F)S([O-])(=O)=O.FC(F)(F)S([O-])(=O)=O. Product: [O:4]=[C:5]1[CH2:10][CH2:9][N:8]([C:11]([O:13][C:14]2[CH:19]=[CH:18][CH:17]=[CH:16][CH:15]=2)=[O:12])[CH2:7][CH2:6]1. The catalyst class is: 21. (2) Reactant: [CH3:1][O:2][C:3]1[CH:4]=[C:5]2[O:28][C:27]([CH3:30])([CH3:29])[CH:26]=[CH:25][C:6]2=[C:7]2[C:16]=1[C:15](=[O:17])[C:14]1[CH:13]=[C:12]3[CH:18]=[CH:19][CH:20]=[CH:21][C:11]3=[C:10]([N+:22]([O-:24])=[O:23])[C:9]=1[NH:8]2.[H-].[Na+].I[CH3:34]. Product: [CH3:1][O:2][C:3]1[CH:4]=[C:5]2[O:28][C:27]([CH3:30])([CH3:29])[CH:26]=[CH:25][C:6]2=[C:7]2[C:16]=1[C:15](=[O:17])[C:14]1[CH:13]=[C:12]3[CH:18]=[CH:19][CH:20]=[CH:21][C:11]3=[C:10]([N+:22]([O-:24])=[O:23])[C:9]=1[N:8]2[CH3:34]. The catalyst class is: 9. (3) Reactant: [F:1][C:2]1[CH:3]=[N:4][CH:5]=[C:6]([F:12])[C:7]=1[Si:8]([CH3:11])([CH3:10])[CH3:9].C([Li])CCC.[Cl-:18].[Zn+2:19].[Cl-]. Product: [Cl-:18].[F:12][C:6]1[C:5]([Zn+:19])=[N:4][CH:3]=[C:2]([F:1])[C:7]=1[Si:8]([CH3:9])([CH3:11])[CH3:10]. The catalyst class is: 27. (4) Reactant: [NH3:1].C[O:3][C:4]([C:6]1[C:14]2[O:13][CH2:12][CH2:11][C:10]=2[C:9]([NH:15][C:16](=[O:18])[CH3:17])=[CH:8][CH:7]=1)=O. Product: [C:16]([NH:15][C:9]1[C:10]2[CH2:11][CH2:12][O:13][C:14]=2[C:6]([C:4]([NH2:1])=[O:3])=[CH:7][CH:8]=1)(=[O:18])[CH3:17]. The catalyst class is: 5. (5) Reactant: Br[C:2]1[CH:3]=[C:4]2[C:9](=[CH:10][CH:11]=1)[C:8](=[O:12])[NH:7][N:6]=[C:5]2[Cl:13].[CH:14]([O:17][C:18]1[CH:19]=[C:20]([CH2:24][NH2:25])[CH:21]=[CH:22][CH:23]=1)([CH3:16])[CH3:15].C1C=CC(P(C2C(C3C(P(C4C=CC=CC=4)C4C=CC=CC=4)=CC=C4C=3C=CC=C4)=C3C(C=CC=C3)=CC=2)C2C=CC=CC=2)=CC=1.CC([O-])(C)C.[Na+]. Product: [Cl:13][C:5]1[C:4]2[C:9](=[CH:10][CH:11]=[C:2]([NH:25][CH2:24][C:20]3[CH:21]=[CH:22][CH:23]=[C:18]([O:17][CH:14]([CH3:16])[CH3:15])[CH:19]=3)[CH:3]=2)[C:8](=[O:12])[NH:7][N:6]=1. The catalyst class is: 686.